Predict the reaction yield, written as a fraction of the theoretical maximum amount of product (1.0 means a 100% yield; for example, 0.34 means a 34% yield). From a dataset of Reaction yield outcomes from USPTO patents with 853,638 reactions. (1) The reactants are [CH3:1][C:2]1[CH:3]=[C:4]2[C:9](=[CH:10][CH:11]=1)[NH:8][C:7](=[O:12])[C:6]([C:13]#[N:14])=[C:5]2[N:15]1[CH2:20][CH2:19][N:18]([C:21]([C:23]2[S:24][CH:25]=[CH:26][CH:27]=2)=[O:22])[CH2:17][CH2:16]1.Cl.Cl[CH2:30][CH2:31][N:32]1[CH2:36][CH2:35][CH2:34][CH2:33]1.C(=O)([O-])[O-].[K+].[K+]. The catalyst is CN(C=O)C. The product is [CH3:1][C:2]1[CH:3]=[C:4]2[C:9](=[CH:10][CH:11]=1)[N:8]([CH2:30][CH2:31][N:32]1[CH2:36][CH2:35][CH2:34][CH2:33]1)[C:7](=[O:12])[C:6]([C:13]#[N:14])=[C:5]2[N:15]1[CH2:16][CH2:17][N:18]([C:21]([C:23]2[S:24][CH:25]=[CH:26][CH:27]=2)=[O:22])[CH2:19][CH2:20]1. The yield is 0.190. (2) The reactants are [F:1][C:2]1[C:10]([O:11][CH3:12])=[CH:9][CH:8]=[CH:7][C:3]=1[C:4]([OH:6])=O.[F:13][C:14]1[CH:19]=[CH:18][C:17]([NH:20][C:21]([C:23]2[C:27]([NH2:28])=[CH:26][NH:25][N:24]=2)=[O:22])=[CH:16][CH:15]=1.C(Cl)CCl.C1C=CC2N(O)N=NC=2C=1. The catalyst is CS(C)=O.O. The product is [F:13][C:14]1[CH:15]=[CH:16][C:17]([NH:20][C:21]([C:23]2[C:27]([NH:28][C:4](=[O:6])[C:3]3[CH:7]=[CH:8][CH:9]=[C:10]([O:11][CH3:12])[C:2]=3[F:1])=[CH:26][NH:25][N:24]=2)=[O:22])=[CH:18][CH:19]=1. The yield is 0.630. (3) The reactants are [Br:1][C:2]1[CH:20]=[CH:19][C:5]2[C:6]3[N:7]=[C:8]([C:14]4O[CH:16]=[N:17][N:18]=4)[S:9][C:10]=3[CH2:11][CH2:12][O:13][C:4]=2[CH:3]=1.Cl.[CH:22]([NH2:25])([CH3:24])[CH3:23]. The catalyst is N1C=CC=CC=1. The product is [Br:1][C:2]1[CH:20]=[CH:19][C:5]2[C:6]3[N:7]=[C:8]([C:14]4[N:25]([CH:22]([CH3:24])[CH3:23])[CH:16]=[N:17][N:18]=4)[S:9][C:10]=3[CH2:11][CH2:12][O:13][C:4]=2[CH:3]=1. The yield is 0.400.